Dataset: Full USPTO retrosynthesis dataset with 1.9M reactions from patents (1976-2016). Task: Predict the reactants needed to synthesize the given product. (1) Given the product [CH2:13]([O:12][C:6]1[CH:7]=[C:8]([CH:11]=[C:4]([N+:1]([O-:3])=[O:2])[C:5]=1[O:15][CH2:21][C:20]1[CH:23]=[CH:24][CH:25]=[C:18]([O:17][CH3:16])[CH:19]=1)[CH:9]=[O:10])[CH3:14], predict the reactants needed to synthesize it. The reactants are: [N+:1]([C:4]1[C:5]([OH:15])=[C:6]([O:12][CH2:13][CH3:14])[CH:7]=[C:8]([CH:11]=1)[CH:9]=[O:10])([O-:3])=[O:2].[CH3:16][O:17][C:18]1[CH:19]=[C:20]([CH:23]=[CH:24][CH:25]=1)[CH2:21]Br.C(=O)([O-])[O-].[K+].[K+].O. (2) Given the product [C:1]([O:5][C:6]([CH:7]1[CH:24]([C:20]2[CH:21]=[CH:22][CH:23]=[C:18]([Cl:17])[C:19]=2[F:36])[C:25]([C:28]2[CH:33]=[CH:32][C:31]([Cl:34])=[CH:30][C:29]=2[F:35])([C:26]#[N:27])[CH:9]([CH2:10][C:11]([CH3:15])([CH3:14])[CH:12]=[CH2:13])[NH:8]1)=[O:16])([CH3:4])([CH3:3])[CH3:2], predict the reactants needed to synthesize it. The reactants are: [C:1]([O:5][C:6](=[O:16])[CH2:7]/[N:8]=[CH:9]/[CH2:10][C:11]([CH3:15])([CH3:14])[CH:12]=[CH2:13])([CH3:4])([CH3:3])[CH3:2].[Cl:17][C:18]1[C:19]([F:36])=[C:20](/[CH:24]=[C:25](/[C:28]2[CH:33]=[CH:32][C:31]([Cl:34])=[CH:30][C:29]=2[F:35])\[C:26]#[N:27])[CH:21]=[CH:22][CH:23]=1.C(N(CC)CC)C. (3) Given the product [CH3:25][O:24][C:22](=[O:23])[CH2:21][O:17][C:8]1[CH:9]=[CH:10][C:11]2[C:16](=[CH:15][CH:14]=[CH:13][CH:12]=2)[C:7]=1[C:4]1[O:3][C:2]([NH2:1])=[N:6][CH:5]=1, predict the reactants needed to synthesize it. The reactants are: [NH2:1][C:2]1[O:3][C:4]([C:7]2[C:16]3[C:11](=[CH:12][CH:13]=[CH:14][CH:15]=3)[CH:10]=[CH:9][C:8]=2[OH:17])=[CH:5][N:6]=1.[H-].[Na+].Br[CH2:21][C:22]([O:24][CH3:25])=[O:23]. (4) Given the product [NH:5]1[C:49]([C:44]2[CH:45]=[CH:46][CH:47]=[CH:48][C:43]=2[C:40]2[CH:39]=[CH:38][C:37]([CH2:36][C:27]3[C:26](=[O:51])[N:25]([CH2:18][C:19]4[CH:20]=[CH:21][CH:22]=[CH:23][CH:24]=4)[C:30]([CH3:31])=[CH:29][C:28]=3[O:32][CH2:33][CH2:34][CH3:35])=[CH:42][CH:41]=2)=[N:50][N:7]=[N:6]1, predict the reactants needed to synthesize it. The reactants are: C[Si]([N:5]=[N+:6]=[N-:7])(C)C.C([Sn](=O)CCCC)CCC.[CH2:18]([N:25]1[C:30]([CH3:31])=[CH:29][C:28]([O:32][CH2:33][CH2:34][CH3:35])=[C:27]([CH2:36][C:37]2[CH:42]=[CH:41][C:40]([C:43]3[C:44]([C:49]#[N:50])=[CH:45][CH:46]=[CH:47][CH:48]=3)=[CH:39][CH:38]=2)[C:26]1=[O:51])[C:19]1[CH:24]=[CH:23][CH:22]=[CH:21][CH:20]=1. (5) Given the product [C:25]([O:1][CH2:2][N:3]([CH3:24])[N:4]=[N:5][C:6]1[CH:7]=[C:8]2[C:13](=[CH:14][CH:15]=1)[N:12]=[CH:11][N:10]=[C:9]2[NH:16][C:17]1[CH:22]=[CH:21][CH:20]=[C:19]([Cl:23])[CH:18]=1)(=[O:27])[CH3:26], predict the reactants needed to synthesize it. The reactants are: [OH:1][CH2:2][N:3]([CH3:24])[N:4]=[N:5][C:6]1[CH:7]=[C:8]2[C:13](=[CH:14][CH:15]=1)[N:12]=[CH:11][N:10]=[C:9]2[NH:16][C:17]1[CH:22]=[CH:21][CH:20]=[C:19]([Cl:23])[CH:18]=1.[C:25](OC(=O)C)(=[O:27])[CH3:26]. (6) Given the product [NH:20]1[C@H:21]([CH2:24][CH2:25][C:26]2[CH:31]=[CH:30][CH:29]=[CH:28][C:27]=2[NH:32][C:33](=[O:53])[C@@H:34]([NH:48][C:49](=[O:50])[O:51][CH3:52])[CH:35]([C:42]2[CH:47]=[CH:46][CH:45]=[CH:44][CH:43]=2)[C:36]2[CH:37]=[CH:38][CH:39]=[CH:40][CH:41]=2)[CH2:22][O:23][C@H:18]([CH2:17][CH2:16][C:11]2[CH:12]=[CH:13][CH:14]=[CH:15][C:10]=2[NH:9][C:7](=[O:8])[C@@H:6]([NH:5][C:3](=[O:4])[O:2][CH3:1])[CH:61]([C:62]2[CH:67]=[CH:66][CH:65]=[CH:64][CH:63]=2)[C:68]2[CH:69]=[CH:70][CH:71]=[CH:72][CH:73]=2)[CH2:19]1.[C:77]([OH:83])([C:79]([F:82])([F:81])[F:80])=[O:78], predict the reactants needed to synthesize it. The reactants are: [CH3:1][O:2][C:3]([NH:5][C@@H:6]([CH:61]([C:68]1[CH:73]=[CH:72][CH:71]=[CH:70][CH:69]=1)[C:62]1[CH:67]=[CH:66][CH:65]=[CH:64][CH:63]=1)[C:7]([NH:9][C:10]1[CH:15]=[CH:14][CH:13]=[CH:12][C:11]=1[CH2:16][CH2:17][C@H:18]1[O:23][CH2:22][C@@H:21]([CH2:24][CH2:25][C:26]2[CH:31]=[CH:30][CH:29]=[CH:28][C:27]=2[NH:32][C:33](=[O:53])[C@@H:34]([NH:48][C:49]([O:51][CH3:52])=[O:50])[CH:35]([C:42]2[CH:47]=[CH:46][CH:45]=[CH:44][CH:43]=2)[C:36]2[CH:41]=[CH:40][CH:39]=[CH:38][CH:37]=2)[N:20](C(OC(C)(C)C)=O)[CH2:19]1)=[O:8])=[O:4].C(Cl)Cl.[C:77]([OH:83])([C:79]([F:82])([F:81])[F:80])=[O:78]. (7) Given the product [N:1]([CH2:4][C:5]1[N:14]=[C:13]([Cl:20])[C:12]2[CH2:11][C:10]([CH3:17])([CH3:16])[CH2:9][CH2:8][C:7]=2[N:6]=1)=[N+:2]=[N-:3], predict the reactants needed to synthesize it. The reactants are: [N:1]([CH2:4][C:5]1[NH:14][C:13](=O)[C:12]2[CH2:11][C:10]([CH3:17])([CH3:16])[CH2:9][CH2:8][C:7]=2[N:6]=1)=[N+:2]=[N-:3].P(Cl)(Cl)([Cl:20])=O.